This data is from Peptide-MHC class II binding affinity with 134,281 pairs from IEDB. The task is: Regression. Given a peptide amino acid sequence and an MHC pseudo amino acid sequence, predict their binding affinity value. This is MHC class II binding data. (1) The peptide sequence is MLEKTKEDLFGKKNL. The MHC is HLA-DQA10303-DQB10402 with pseudo-sequence HLA-DQA10303-DQB10402. The binding affinity (normalized) is 0. (2) The binding affinity (normalized) is 0.211. The MHC is DRB5_0101 with pseudo-sequence DRB5_0101. The peptide sequence is VDIINRWQVVAPQLP.